This data is from Reaction yield outcomes from USPTO patents with 853,638 reactions. The task is: Predict the reaction yield, written as a fraction of the theoretical maximum amount of product (1.0 means a 100% yield; for example, 0.34 means a 34% yield). The reactants are [CH3:1][C:2]1([CH3:31])[CH2:10][C:9]2[N:8]([C:11]3[CH:18]=[CH:17][C:14]([C:15]#[N:16])=[C:13]([NH:19][CH:20]4[CH2:25][CH2:24][O:23][CH2:22][CH2:21]4)[CH:12]=3)[N:7]=[C:6]([C:26]([F:29])([F:28])[F:27])[C:5]=2[C:4](=[O:30])[CH2:3]1.[OH-:32].[Na+].OO. The catalyst is C(O)C.CS(C)=O.O. The product is [CH3:1][C:2]1([CH3:31])[CH2:10][C:9]2[N:8]([C:11]3[CH:18]=[CH:17][C:14]([C:15]([NH2:16])=[O:32])=[C:13]([NH:19][CH:20]4[CH2:25][CH2:24][O:23][CH2:22][CH2:21]4)[CH:12]=3)[N:7]=[C:6]([C:26]([F:28])([F:29])[F:27])[C:5]=2[C:4](=[O:30])[CH2:3]1. The yield is 0.980.